This data is from Forward reaction prediction with 1.9M reactions from USPTO patents (1976-2016). The task is: Predict the product of the given reaction. (1) Given the reactants Cl[C:2]1[N:7]=[C:6]([NH:8][CH:9]2[CH2:17][CH:16]3[N:12]([CH2:13][CH2:14][CH2:15]3)[C:11]([CH3:19])([CH3:18])[CH2:10]2)[C:5]([C:20]#[N:21])=[CH:4][N:3]=1.[CH:22]1([C:25]2[C:30]([N:31]3[CH:35]=[N:34][N:33]=[N:32]3)=[CH:29][C:28]([NH2:36])=[C:27]([F:37])[CH:26]=2)[CH2:24][CH2:23]1.O.C1(C)C=CC(S(O)(=O)=O)=CC=1, predict the reaction product. The product is: [CH:22]1([C:25]2[C:30]([N:31]3[CH:35]=[N:34][N:33]=[N:32]3)=[CH:29][C:28]([NH:36][C:2]3[N:7]=[C:6]([NH:8][CH:9]4[CH2:17][CH:16]5[N:12]([CH2:13][CH2:14][CH2:15]5)[C:11]([CH3:19])([CH3:18])[CH2:10]4)[C:5]([C:20]#[N:21])=[CH:4][N:3]=3)=[C:27]([F:37])[CH:26]=2)[CH2:24][CH2:23]1. (2) Given the reactants C(OC([N:8]1[CH2:22][CH2:21][C:12]2=[C:13](Cl)[N:14]3[C:18]([N:19]=[C:11]2[CH2:10][CH2:9]1)=[CH:17][CH:16]=[N:15]3)=O)(C)(C)C.[NH:23]1[CH2:26][CH:25]([C:27]2[O:28][CH:29]=[C:30]([CH3:32])[N:31]=2)[CH2:24]1, predict the reaction product. The product is: [CH3:32][C:30]1[N:31]=[C:27]([CH:25]2[CH2:26][N:23]([C:13]3[N:14]4[C:18]([N:19]=[C:11]5[CH2:10][CH2:9][NH:8][CH2:22][CH2:21][C:12]=35)=[CH:17][CH:16]=[N:15]4)[CH2:24]2)[O:28][CH:29]=1. (3) Given the reactants C[O:2][C:3](=[O:37])[C:4]1[CH:9]=[C:8]([Cl:10])[C:7]([F:11])=[C:6]([CH2:12][NH:13][C:14]([C@@H:16]2[CH2:20][C@@H:19]([F:21])[CH2:18][N:17]2[C:22](=[O:36])[CH2:23][N:24]2[C:32]3[C:27](=[CH:28][CH:29]=[CH:30][CH:31]=3)[C:26]([C:33](=[O:35])[CH3:34])=[CH:25]2)=[O:15])[CH:5]=1.O[Li].O, predict the reaction product. The product is: [C:33]([C:26]1[C:27]2[C:32](=[CH:31][CH:30]=[CH:29][CH:28]=2)[N:24]([CH2:23][C:22]([N:17]2[CH2:18][C@H:19]([F:21])[CH2:20][C@H:16]2[C:14]([NH:13][CH2:12][C:6]2[CH:5]=[C:4]([CH:9]=[C:8]([Cl:10])[C:7]=2[F:11])[C:3]([OH:37])=[O:2])=[O:15])=[O:36])[CH:25]=1)(=[O:35])[CH3:34]. (4) The product is: [CH:18]([N:15]1[CH2:16][CH2:17][C:11]2[C:10]([N:20]3[CH2:25][CH2:24][O:23][CH2:22][C@@H:21]3[CH3:26])=[N:9][C:8]([C:5]3[CH:4]=[CH:3][C:2]([NH:1][C:32]([NH:47][CH2:46][C:45]([F:49])([F:48])[F:44])=[O:27])=[CH:7][CH:6]=3)=[N:13][C:12]=2[CH2:14]1)=[O:19]. Given the reactants [NH2:1][C:2]1[CH:7]=[CH:6][C:5]([C:8]2[N:9]=[C:10]([N:20]3[CH2:25][CH2:24][O:23][CH2:22][C@@H:21]3[CH3:26])[C:11]3[CH2:17][CH2:16][N:15]([CH:18]=[O:19])[CH2:14][C:12]=3[N:13]=2)=[CH:4][CH:3]=1.[O:27]1[CH2:32]COCC1.C(N(CC)CC)C.C(Cl)(Cl)=O.[F:44][C:45]([F:49])([F:48])[CH2:46][NH2:47], predict the reaction product. (5) Given the reactants [F:1][C:2]1[C:7]([C:8]2[N:13]=[C:12]([CH3:14])[N:11]=[C:10]([N:15]([CH2:25][C:26]3[CH:31]=[CH:30][C:29]([O:32][CH3:33])=[CH:28][CH:27]=3)[CH2:16][C:17]3[CH:22]=[CH:21][C:20]([O:23][CH3:24])=[CH:19][CH:18]=3)[N:9]=2)=[CH:6][C:5]([CH:34]([C:36]2[CH:41]=[CH:40][C:39](SC)=[CH:38][CH:37]=2)[CH3:35])=[CH:4][N:3]=1.Cl[C:45]1C=C(C=CC=1)C(OO)=O.C(=O)(O)[O-].[Na+].[S:60]([O-:64])([O-])(=[O:62])=S.[Na+].[Na+], predict the reaction product. The product is: [F:1][C:2]1[C:7]([C:8]2[N:13]=[C:12]([CH3:14])[N:11]=[C:10]([N:15]([CH2:16][C:17]3[CH:22]=[CH:21][C:20]([O:23][CH3:24])=[CH:19][CH:18]=3)[CH2:25][C:26]3[CH:27]=[CH:28][C:29]([O:32][CH3:33])=[CH:30][CH:31]=3)[N:9]=2)=[CH:6][C:5]([CH:34]([C:36]2[CH:37]=[CH:38][C:39]([S:60]([CH3:45])(=[O:64])=[O:62])=[CH:40][CH:41]=2)[CH3:35])=[CH:4][N:3]=1. (6) Given the reactants [C:1]([NH:18][C@H:19]([C:46]([OH:48])=[O:47])[CH2:20][S:21][S:21][CH2:20][C@H:19]([NH:18][C:1]([O:3][CH2:4][CH:5]1[C:6]2[C:11](=[CH:10][CH:9]=[CH:8][CH:7]=2)[C:12]2[C:17]1=[CH:16][CH:15]=[CH:14][CH:13]=2)=[O:2])[C:46]([OH:48])=[O:47])([O:3][CH2:4][CH:5]1[C:17]2[C:12](=[CH:13][CH:14]=[CH:15][CH:16]=2)[C:11]2[C:6]1=[CH:7][CH:8]=[CH:9][CH:10]=2)=[O:2].FC(F)(F)C(O)=O.C(Cl)(Cl)Cl.CO.C(O)(=O)C, predict the reaction product. The product is: [C:1]([NH:18][C@H:19]([C:46]([OH:48])=[O:47])[CH2:20][SH:21])([O:3][CH2:4][CH:5]1[C:17]2[C:12](=[CH:13][CH:14]=[CH:15][CH:16]=2)[C:11]2[C:6]1=[CH:7][CH:8]=[CH:9][CH:10]=2)=[O:2]. (7) Given the reactants Cl.[Cl:2][C:3]1[CH:8]=[CH:7][CH:6]=[C:5]([Cl:9])[C:4]=1[NH:10][NH2:11], predict the reaction product. The product is: [Cl:2][C:3]1[CH:8]=[CH:7][CH:6]=[C:5]([Cl:9])[C:4]=1[NH:10][NH2:11].